From a dataset of Catalyst prediction with 721,799 reactions and 888 catalyst types from USPTO. Predict which catalyst facilitates the given reaction. (1) Reactant: C(O[C:4](=O)[NH:5][C:6]1[CH:7]=[CH:8][C:9]2[C:15](=[O:16])[CH2:14][CH2:13][S:12][CH2:11][C:10]=2[CH:17]=1)C.C([Li])CCC.[C:24]([O:29][CH2:30][CH:31]1[O:33]C1)(=[O:28])CCC.[Cl-].[NH4+]. Product: [OH:33][CH2:31][C@@H:30]1[O:29][C:24](=[O:28])[N:5]([C:6]2[CH:7]=[CH:8][C:9]3[C:15](=[O:16])[CH2:14][CH2:13][S:12][CH2:11][C:10]=3[CH:17]=2)[CH2:4]1. The catalyst class is: 1. (2) Reactant: [Cl:1][C:2]1[CH:26]=[C:25]([Cl:27])[CH:24]=[CH:23][C:3]=1[CH2:4][O:5][C:6]1[C:17]([CH3:18])=[C:16]([O:19][CH2:20][O:21][CH3:22])[CH:15]=[CH:14][C:7]=1[C:8](N(OC)C)=[O:9].[H-].C([Al+]CC(C)C)C(C)C.[Cl-].[NH4+]. Product: [Cl:1][C:2]1[CH:26]=[C:25]([Cl:27])[CH:24]=[CH:23][C:3]=1[CH2:4][O:5][C:6]1[C:17]([CH3:18])=[C:16]([O:19][CH2:20][O:21][CH3:22])[CH:15]=[CH:14][C:7]=1[CH:8]=[O:9]. The catalyst class is: 207.